Dataset: Full USPTO retrosynthesis dataset with 1.9M reactions from patents (1976-2016). Task: Predict the reactants needed to synthesize the given product. (1) The reactants are: C[C:2]1[C:7]([C:8](O)=[O:9])=[C:6]([NH2:11])[C:5]([F:12])=[C:4]([Br:13])[C:3]=1[Cl:14].[NH2:15][C:16](N)=[O:17]. Given the product [Br:13][C:4]1[C:5]([F:12])=[C:6]2[C:7]([C:8](=[O:9])[NH:15][C:16](=[O:17])[NH:11]2)=[CH:2][C:3]=1[Cl:14], predict the reactants needed to synthesize it. (2) Given the product [CH3:9][O:8][C:5]1[CH:6]=[CH:7][C:2]([C:21]2[CH:26]=[CH:25][C:24]([O:27][CH3:28])=[CH:23][CH:22]=2)=[C:3]([N+:10]([O-:12])=[O:11])[CH:4]=1, predict the reactants needed to synthesize it. The reactants are: Br[C:2]1[CH:7]=[CH:6][C:5]([O:8][CH3:9])=[CH:4][C:3]=1[N+:10]([O-:12])=[O:11].CC1(C)C(C)(C)OB([C:21]2[CH:26]=[CH:25][C:24]([O:27][CH3:28])=[CH:23][CH:22]=2)O1.C(=O)([O-])[O-].[K+].[K+]. (3) Given the product [C:9]1([CH:15]([OH:5])[CH:16]([C:17]2[CH:18]=[CH:19][CH:20]=[CH:21][CH:22]=2)[OH:23])[CH:14]=[CH:13][CH:12]=[CH:11][CH:10]=1, predict the reactants needed to synthesize it. The reactants are: C[N+]1([O-])CC[O:5]CC1.[C:9]1(/[CH:15]=[CH:16]/[C:17]2[CH:22]=[CH:21][CH:20]=[CH:19][CH:18]=2)[CH:14]=[CH:13][CH:12]=[CH:11][CH:10]=1.[OH2:23].CC(C)=O.C(#N)C. (4) Given the product [P:14]([O-:17])([O-:16])([O-:15])=[O:13].[CH:45]1[N:46]=[C:47]([NH2:88])[C:48]2[N:53]=[CH:52][N:51]([C@@H:54]3[O:58][C@H:57]([CH2:59][O:60][P:61]([O:64][P:65]([O:68][CH2:69][C@H:70]4[O:74][C@@H:73]([N:75]5[CH:80]=[C:79]([C:81]([NH2:83])=[O:82])[CH2:78][CH:77]=[CH:76]5)[C@H:72]([OH:84])[C@@H:71]4[OH:85])([OH:67])=[O:66])([OH:63])=[O:62])[C@@H:56]([OH:86])[C@H:55]3[OH:87])[C:49]=2[N:50]=1, predict the reactants needed to synthesize it. The reactants are: C1C=[N+]([C@@H]2O[C@H](C[O:13][P:14]([O:17]P(OC[C@H]3O[C@@H](N4C5N=CN=C(N)C=5N=C4)[C@H](O)[C@@H]3O)(O)=O)([O-:16])=[O:15])[C@@H](O)[C@H]2O)C=C(C(N)=O)C=1.[CH:45]1[N:46]=[C:47]([NH2:88])[C:48]2[N:53]=[CH:52][N:51]([C@@H:54]3[O:58][C@H:57]([CH2:59][O:60][P:61]([O:64][P:65]([O:68][CH2:69][C@H:70]4[O:74][C@@H:73]([N:75]5[CH:80]=[C:79]([C:81]([NH2:83])=[O:82])[CH2:78][CH:77]=[CH:76]5)[C@H:72]([OH:84])[C@@H:71]4[OH:85])([OH:67])=[O:66])([OH:63])=[O:62])[C@@H:56]([OH:86])[C@H:55]3[OH:87])[C:49]=2[N:50]=1.C([O-])=O.C([O-])=O.[Na+].OP([O-])(O)=O.[K+]. (5) Given the product [CH3:33][CH:34]([CH3:69])[C@H:35]([N:40]1[CH2:48][C:47]2[C:42](=[CH:43][C:44]([C:49]3[CH:50]=[CH:51][C:52]([NH:55][C:56](=[O:67])[C:57]4[CH:62]=[CH:61][CH:60]=[CH:59][C:58]=4[C:63]([F:66])([F:64])[F:65])=[CH:53][CH:54]=3)=[CH:45][CH:46]=2)[C:41]1=[O:68])[C:36]([OH:38])=[O:37], predict the reactants needed to synthesize it. The reactants are: C(NC1C=CC(C2C=C3C(CN([C@@H](C(C)C)C(O)=O)C3=O)=CC=2)=CC=1)(=O)C1C=CC=CC=1.[CH3:33][CH:34]([CH3:69])[C@H:35]([N:40]1[CH2:48][C:47]2[C:42](=[CH:43][C:44]([C:49]3[CH:54]=[CH:53][C:52]([NH:55][C:56](=[O:67])[C:57]4[CH:62]=[CH:61][CH:60]=[CH:59][C:58]=4[C:63]([F:66])([F:65])[F:64])=[CH:51][CH:50]=3)=[CH:45][CH:46]=2)[C:41]1=[O:68])[C:36]([O:38]C)=[O:37]. (6) Given the product [NH2:8][CH2:9][CH2:10][CH2:11][C:12]1[C:13]([O:23][CH2:25][CH2:26][CH2:27][CH2:28][C:29]#[CH:30])=[CH:14][C:15]([C:16]([OH:18])=[O:17])=[CH:20][C:21]=1[O:22][CH2:14][CH2:13][CH2:12][CH2:11][C:10]#[CH:9], predict the reactants needed to synthesize it. The reactants are: C(OC([NH:8][CH2:9][CH2:10][CH2:11][C:12]1[C:21]([OH:22])=[CH:20][C:15]([C:16]([O:18]C)=[O:17])=[CH:14][C:13]=1[OH:23])=O)(C)(C)C.Cl[CH2:25][CH2:26][CH2:27][CH2:28][C:29]#[CH:30]. (7) Given the product [C:19]([NH:27][C:28]([NH:16][C:7]1[C:8]([C:11]([O:13][CH2:14][CH3:15])=[O:12])=[N:9][O:10][C:6]=1[CH:1]1[CH2:5][CH2:4][CH2:3][CH2:2]1)=[O:29])(=[O:26])[C:20]1[CH:25]=[CH:24][CH:23]=[CH:22][CH:21]=1, predict the reactants needed to synthesize it. The reactants are: [CH:1]1([C:6]2[O:10][N:9]=[C:8]([C:11]([O:13][CH2:14][CH3:15])=[O:12])[C:7]=2[N+:16]([O-])=O)[CH2:5][CH2:4][CH2:3][CH2:2]1.[C:19]([N:27]=[C:28]=[O:29])(=[O:26])[C:20]1[CH:25]=[CH:24][CH:23]=[CH:22][CH:21]=1.